Dataset: Merck oncology drug combination screen with 23,052 pairs across 39 cell lines. Task: Regression. Given two drug SMILES strings and cell line genomic features, predict the synergy score measuring deviation from expected non-interaction effect. (1) Drug 2: COC1CC2CCC(C)C(O)(O2)C(=O)C(=O)N2CCCCC2C(=O)OC(C(C)CC2CCC(OP(C)(C)=O)C(OC)C2)CC(=O)C(C)C=C(C)C(O)C(OC)C(=O)C(C)CC(C)C=CC=CC=C1C. Synergy scores: synergy=23.7. Drug 1: O=c1[nH]cc(F)c(=O)[nH]1. Cell line: OCUBM. (2) Drug 1: Nc1ccn(C2OC(CO)C(O)C2(F)F)c(=O)n1. Drug 2: Cn1cc(-c2cnn3c(N)c(Br)c(C4CCCNC4)nc23)cn1. Cell line: CAOV3. Synergy scores: synergy=10.2. (3) Drug 1: Cn1nnc2c(C(N)=O)ncn2c1=O. Drug 2: NC1CCCCC1N.O=C(O)C(=O)O.[Pt+2]. Cell line: KPL1. Synergy scores: synergy=6.49. (4) Drug 1: COC12C(COC(N)=O)C3=C(C(=O)C(C)=C(N)C3=O)N1CC1NC12. Drug 2: CC(C)CC(NC(=O)C(Cc1ccccc1)NC(=O)c1cnccn1)B(O)O. Cell line: SKMEL30. Synergy scores: synergy=-10.8. (5) Drug 2: NC(=O)c1cccc2cn(-c3ccc(C4CCCNC4)cc3)nc12. Cell line: A2058. Drug 1: Cn1nnc2c(C(N)=O)ncn2c1=O. Synergy scores: synergy=47.5. (6) Drug 1: Nc1ccn(C2OC(CO)C(O)C2(F)F)c(=O)n1. Drug 2: Cn1nnc2c(C(N)=O)ncn2c1=O. Cell line: SW620. Synergy scores: synergy=4.39. (7) Drug 1: Cn1nnc2c(C(N)=O)ncn2c1=O. Drug 2: Cc1nc(Nc2ncc(C(=O)Nc3c(C)cccc3Cl)s2)cc(N2CCN(CCO)CC2)n1. Cell line: LOVO. Synergy scores: synergy=12.6.